From a dataset of Forward reaction prediction with 1.9M reactions from USPTO patents (1976-2016). Predict the product of the given reaction. (1) Given the reactants Cl[C:2]1[C:3]2[C:10]([C:11]3[CH:16]=[CH:15][CH:14]=[CH:13][CH:12]=3)=[CH:9][N:8]([CH3:17])[C:4]=2[N:5]=[CH:6][N:7]=1.[OH-:18].[Na+], predict the reaction product. The product is: [CH3:17][N:8]1[C:4]2[N:5]=[CH:6][NH:7][C:2](=[O:18])[C:3]=2[C:10]([C:11]2[CH:16]=[CH:15][CH:14]=[CH:13][CH:12]=2)=[CH:9]1. (2) Given the reactants [CH2:1]([NH2:3])[CH3:2].Cl[C:5]1[C:9]2[CH:10]=[C:11]3[C:16](=[CH:17][C:8]=2[N:7]([C:27]([C:40]2[CH:45]=[CH:44][CH:43]=[CH:42][CH:41]=2)([C:34]2[CH:39]=[CH:38][CH:37]=[CH:36][CH:35]=2)[C:28]2[CH:33]=[CH:32][CH:31]=[CH:30][CH:29]=2)[N:6]=1)[NH:15][C:14](=[O:18])[N:13]([C@@H:19]([C:21]1[CH:26]=[CH:25][CH:24]=[CH:23][CH:22]=1)[CH3:20])[CH2:12]3.CC(C)([O-])C.[K+], predict the reaction product. The product is: [CH2:1]([NH:3][C:5]1[C:9]2[CH:10]=[C:11]3[C:16](=[CH:17][C:8]=2[N:7]([C:27]([C:34]2[CH:39]=[CH:38][CH:37]=[CH:36][CH:35]=2)([C:28]2[CH:29]=[CH:30][CH:31]=[CH:32][CH:33]=2)[C:40]2[CH:45]=[CH:44][CH:43]=[CH:42][CH:41]=2)[N:6]=1)[NH:15][C:14](=[O:18])[N:13]([C@@H:19]([C:21]1[CH:22]=[CH:23][CH:24]=[CH:25][CH:26]=1)[CH3:20])[CH2:12]3)[CH3:2]. (3) Given the reactants Cl[C:2]1[CH:3]=[C:4]([CH2:8][CH2:9][CH2:10][N:11]([C@H:25]2[CH2:30][CH2:29][C@H:28]([CH3:31])[CH2:27][CH2:26]2)[C:12](=[O:24])[NH:13][C:14]2[S:15][C:16]([S:19][CH2:20][C:21]([OH:23])=[O:22])=[CH:17][N:18]=2)[CH:5]=[CH:6][CH:7]=1.[C:32]1([C@@H]2C[C@H]2C(O)=O)C=CC=CC=1.C(OC(=O)CSC1SC(N)=NC=1)C, predict the reaction product. The product is: [CH3:31][C@H:28]1[CH2:29][CH2:30][C@H:25]([N:11]([CH2:10][C@@H:9]2[CH2:32][C@H:8]2[C:4]2[CH:5]=[CH:6][CH:7]=[CH:2][CH:3]=2)[C:12](=[O:24])[NH:13][C:14]2[S:15][C:16]([S:19][CH2:20][C:21]([OH:23])=[O:22])=[CH:17][N:18]=2)[CH2:26][CH2:27]1. (4) Given the reactants [C:1]1([CH:7]2S[C:11]3=[N:13][CH:14]=[CH:15][N:10]3[CH:9]=[C:8]2[C:16]2[CH:17]=[CH:18][C:19]3[O:24][CH2:23][C:22](=[O:25])[NH:21][C:20]=3[CH:26]=2)[CH:6]=[CH:5][CH:4]=[CH:3][CH:2]=1.OO.[S:29](=[O:33])(=O)(O)[OH:30].C([O-])(O)=O.[Na+], predict the reaction product. The product is: [O:30]=[S:29]1(=[O:33])[CH:7]([C:1]2[CH:6]=[CH:5][CH:4]=[CH:3][CH:2]=2)[C:8]([C:16]2[CH:17]=[CH:18][C:19]3[O:24][CH2:23][C:22](=[O:25])[NH:21][C:20]=3[CH:26]=2)=[CH:9][N:10]2[CH:15]=[CH:14][N:13]=[C:11]12. (5) Given the reactants Cl.[CH:2]([C:5]1[CH:6]=[C:7]([C@@H:11]([NH2:13])[CH3:12])[CH:8]=[CH:9][CH:10]=1)([CH3:4])[CH3:3].[Cl:14][C:15]1[CH:35]=[CH:34][C:18]([CH2:19][N:20]2[C:28]3[C:23](=[CH:24][C:25]([C:29](O)=[O:30])=[CH:26][CH:27]=3)[C:22]([CH3:32])=[C:21]2[CH3:33])=[CH:17][C:16]=1[O:36][C@H:37]([CH2:42][CH3:43])[C:38]([O:40][CH3:41])=[O:39], predict the reaction product. The product is: [Cl:14][C:15]1[CH:35]=[CH:34][C:18]([CH2:19][N:20]2[C:28]3[C:23](=[CH:24][C:25]([C:29](=[O:30])[NH:13][C@H:11]([C:7]4[CH:8]=[CH:9][CH:10]=[C:5]([CH:2]([CH3:4])[CH3:3])[CH:6]=4)[CH3:12])=[CH:26][CH:27]=3)[C:22]([CH3:32])=[C:21]2[CH3:33])=[CH:17][C:16]=1[O:36][C@H:37]([CH2:42][CH3:43])[C:38]([O:40][CH3:41])=[O:39].